Regression. Given two drug SMILES strings and cell line genomic features, predict the synergy score measuring deviation from expected non-interaction effect. From a dataset of NCI-60 drug combinations with 297,098 pairs across 59 cell lines. Drug 1: CC(C)(C#N)C1=CC(=CC(=C1)CN2C=NC=N2)C(C)(C)C#N. Drug 2: C1CNP(=O)(OC1)N(CCCl)CCCl. Cell line: COLO 205. Synergy scores: CSS=-5.37, Synergy_ZIP=4.16, Synergy_Bliss=2.99, Synergy_Loewe=-4.02, Synergy_HSA=-3.36.